This data is from Full USPTO retrosynthesis dataset with 1.9M reactions from patents (1976-2016). The task is: Predict the reactants needed to synthesize the given product. (1) Given the product [F:15][C:16]([F:27])([F:26])[C:17]([NH:1][C:2]1[N:7]=[C:6]([OH:8])[CH:5]=[C:4]([C:9]2[CH:14]=[CH:13][CH:12]=[CH:11][CH:10]=2)[N:3]=1)=[O:18], predict the reactants needed to synthesize it. The reactants are: [NH2:1][C:2]1[N:7]=[C:6]([OH:8])[CH:5]=[C:4]([C:9]2[CH:14]=[CH:13][CH:12]=[CH:11][CH:10]=2)[N:3]=1.[F:15][C:16]([F:27])([F:26])[C:17](O[C:17](=[O:18])[C:16]([F:27])([F:26])[F:15])=[O:18]. (2) Given the product [CH3:14][N:5]1[CH:6]=[C:7]([CH3:12])[C:8]([C:9](=[O:11])[CH3:10])=[C:4]1[CH3:3], predict the reactants needed to synthesize it. The reactants are: [OH-].[K+].[CH3:3][C:4]1[NH:5][CH:6]=[C:7]([CH3:12])[C:8]=1[C:9](=[O:11])[CH3:10].I[CH3:14].O. (3) Given the product [Br-:23].[C:30]1([C:34]2[CH:39]=[CH:38][CH:37]=[CH:36][CH:35]=2)[CH:31]=[CH:32][CH:33]=[C:28]([O:27][CH2:26][CH2:25][CH2:24][N+:1]23[CH2:6][CH2:5][C:4]([C:9]([OH:10])([C:17]4[CH:22]=[CH:21][CH:20]=[CH:19][CH:18]=4)[C:11]4[CH:12]=[CH:13][CH:14]=[CH:15][CH:16]=4)([CH2:3][CH2:2]2)[CH2:7][CH2:8]3)[CH:29]=1, predict the reactants needed to synthesize it. The reactants are: [N:1]12[CH2:8][CH2:7][C:4]([C:9]([C:17]3[CH:22]=[CH:21][CH:20]=[CH:19][CH:18]=3)([C:11]3[CH:16]=[CH:15][CH:14]=[CH:13][CH:12]=3)[OH:10])([CH2:5][CH2:6]1)[CH2:3][CH2:2]2.[Br:23][CH2:24][CH2:25][CH2:26][O:27][C:28]1[CH:29]=[C:30]([C:34]2[CH:39]=[CH:38][CH:37]=[CH:36][CH:35]=2)[CH:31]=[CH:32][CH:33]=1.